From a dataset of Forward reaction prediction with 1.9M reactions from USPTO patents (1976-2016). Predict the product of the given reaction. (1) Given the reactants [NH2:1][C@@H:2]([C:6]1[N:11]([CH2:12][C:13]2[CH:18]=[CH:17][CH:16]=[CH:15][CH:14]=2)[C:10](=[O:19])[C:9]([CH3:20])=[C:8]([CH3:21])[N:7]=1)[CH:3]([CH3:5])[CH3:4].C(N(CC)CC)C.[CH3:29][C:30]1[CH:38]=[CH:37][C:33]([C:34](Cl)=[O:35])=[CH:32][CH:31]=1, predict the reaction product. The product is: [CH2:12]([N:11]1[C:10](=[O:19])[C:9]([CH3:20])=[C:8]([CH3:21])[N:7]=[C:6]1[C@H:2]([NH:1][C:34](=[O:35])[C:33]1[CH:37]=[CH:38][C:30]([CH3:29])=[CH:31][CH:32]=1)[CH:3]([CH3:4])[CH3:5])[C:13]1[CH:14]=[CH:15][CH:16]=[CH:17][CH:18]=1. (2) Given the reactants [F:1][C:2]1[CH:3]=[C:4]([N:8]2[C:16]3[C:11](=[CH:12][CH:13]=[CH:14][CH:15]=3)[CH:10]=[C:9]2[C:17](N(OC)C)=[O:18])[CH:5]=[CH:6][CH:7]=1.[CH3:23][Mg]Br, predict the reaction product. The product is: [F:1][C:2]1[CH:3]=[C:4]([N:8]2[C:16]3[C:11](=[CH:12][CH:13]=[CH:14][CH:15]=3)[CH:10]=[C:9]2[C:17](=[O:18])[CH3:23])[CH:5]=[CH:6][CH:7]=1. (3) Given the reactants [CH3:1][N:2]1[CH2:6][CH2:5][CH2:4][C@H:3]1[CH2:7][OH:8].[H-].[Na+].Cl[C:12]1[CH:17]=[CH:16][C:15]([N+:18]([O-:20])=[O:19])=[CH:14][C:13]=1[O:21][CH3:22], predict the reaction product. The product is: [CH3:22][O:21][C:13]1[CH:14]=[C:15]([N+:18]([O-:20])=[O:19])[CH:16]=[CH:17][C:12]=1[O:8][CH2:7][C@@H:3]1[CH2:4][CH2:5][CH2:6][N:2]1[CH3:1]. (4) Given the reactants [CH:1]1([NH2:7])[CH2:6][CH2:5][CH2:4][CH2:3][CH2:2]1.Cl[C:9]1[N:14]=[C:13]([N:15]2[C:19]3[CH:20]=[CH:21][CH:22]=[CH:23][C:18]=3[N:17]=[N:16]2)[C:12]([Cl:24])=[CH:11][N:10]=1, predict the reaction product. The product is: [N:15]1([C:13]2[C:12]([Cl:24])=[CH:11][N:10]=[C:9]([NH:7][CH:1]3[CH2:6][CH2:5][CH2:4][CH2:3][CH2:2]3)[N:14]=2)[C:19]2[CH:20]=[CH:21][CH:22]=[CH:23][C:18]=2[N:17]=[N:16]1. (5) Given the reactants [Cl-].[CH2:2]([NH2+:9][CH2:10][CH2:11]Cl)[C:3]1[CH:8]=[CH:7][CH:6]=[CH:5][CH:4]=1.[CH3:13][C:14]1[CH:19]=[C:18]([N+:20]([O-:22])=[O:21])[CH:17]=[CH:16][C:15]=1[N:23]=[C:24]=[S:25], predict the reaction product. The product is: [CH3:13][C:14]1[CH:19]=[C:18]([N+:20]([O-:22])=[O:21])[CH:17]=[CH:16][C:15]=1[N:23]=[C:24]1[N:9]([CH2:2][C:3]2[CH:8]=[CH:7][CH:6]=[CH:5][CH:4]=2)[CH2:10][CH2:11][S:25]1. (6) Given the reactants CCN=C=NCCCN(C)C.C1C=CC2N(O)N=NC=2C=1.[F:22][C:23]1[CH:28]=[C:27]([I:29])[CH:26]=[CH:25][C:24]=1[NH:30][C:31]1[C:39]([C:40]([OH:42])=O)=[C:38]2[N:34]([CH2:35][CH2:36][CH2:37]2)[C:33](=[O:43])[CH:32]=1.[CH:44]([O:46][CH2:47][CH2:48][O:49][NH2:50])=[CH2:45], predict the reaction product. The product is: [CH:44]([O:46][CH2:47][CH2:48][O:49][NH:50][C:40]([C:39]1[C:31]([NH:30][C:24]2[CH:25]=[CH:26][C:27]([I:29])=[CH:28][C:23]=2[F:22])=[CH:32][C:33](=[O:43])[N:34]2[C:38]=1[CH2:37][CH2:36][CH2:35]2)=[O:42])=[CH2:45]. (7) Given the reactants [C:1]1([C:7]2([C:10](Cl)=[O:11])[CH2:9][CH2:8]2)[CH:6]=[CH:5][CH:4]=[CH:3][CH:2]=1.[NH2:13][C:14]1[N:19]([C:20]2[CH:25]=[CH:24][C:23]([NH2:26])=[CH:22][CH:21]=2)[CH2:18][N:17]=[C:16]2[O:27][CH:28]=[CH:29][C:15]=12, predict the reaction product. The product is: [NH2:13][C:14]1[N:19]([C:20]2[CH:21]=[CH:22][C:23]([NH:26][C:10]([C:7]3([C:1]4[CH:6]=[CH:5][CH:4]=[CH:3][CH:2]=4)[CH2:9][CH2:8]3)=[O:11])=[CH:24][CH:25]=2)[CH2:18][N:17]=[C:16]2[O:27][CH:28]=[CH:29][C:15]=12.